Dataset: Reaction yield outcomes from USPTO patents with 853,638 reactions. Task: Predict the reaction yield, written as a fraction of the theoretical maximum amount of product (1.0 means a 100% yield; for example, 0.34 means a 34% yield). (1) The reactants are Br[C:2]1[C:7]2[O:8][CH2:9][CH2:10][O:11][C:6]=2[CH:5]=[C:4]([CH:12]=[O:13])[CH:3]=1.[C:14]([Cu])#[N:15]. The catalyst is CC(N(C)C)=O. The product is [CH:12]([C:4]1[CH:3]=[C:2]([C:14]#[N:15])[C:7]2[O:8][CH2:9][CH2:10][O:11][C:6]=2[CH:5]=1)=[O:13]. The yield is 0.820. (2) The reactants are [CH3:1][C:2](=[CH2:30])[C:3]([N:5]1[C@@:9]2([CH2:13][CH2:12][N:11]([C@@H:14]([C:19]([O:21]CC3C=CC=CC=3)=[O:20])[CH2:15][CH:16]([CH3:18])[CH3:17])[C:10]2=[O:29])[CH2:8][CH2:7][CH2:6]1)=[O:4].O. The catalyst is CO. The product is [CH3:30][C:2](=[CH2:1])[C:3]([N:5]1[C@@:9]2([CH2:13][CH2:12][N:11]([C@@H:14]([C:19]([OH:21])=[O:20])[CH2:15][CH:16]([CH3:18])[CH3:17])[C:10]2=[O:29])[CH2:8][CH2:7][CH2:6]1)=[O:4]. The yield is 0.850. (3) The reactants are [NH2:1][CH2:2][C:3]1[CH:25]=[CH:24][C:6]([CH2:7][NH:8][C@H:9]([C:16]([O:18][CH:19]2[CH2:23][CH2:22][CH2:21][CH2:20]2)=[O:17])[CH2:10][O:11][C:12]([CH3:15])([CH3:14])[CH3:13])=[CH:5][CH:4]=1.[CH:26]([C:28]1[CH:33]=[CH:32][C:31](/[CH:34]=[CH:35]/[C:36]([NH:38][O:39]C(OCC(C)C)C)=[O:37])=[CH:30][CH:29]=1)=O. The catalyst is ClCCCl. The product is [C:12]([O:11][CH2:10][C@@H:9]([C:16]([O:18][CH:19]1[CH2:20][CH2:21][CH2:22][CH2:23]1)=[O:17])[NH:8][CH2:7][C:6]1[CH:5]=[CH:4][C:3]([CH2:2][NH:1][CH2:26][C:28]2[CH:29]=[CH:30][C:31](/[CH:34]=[CH:35]/[C:36]([NH:38][OH:39])=[O:37])=[CH:32][CH:33]=2)=[CH:25][CH:24]=1)([CH3:15])([CH3:14])[CH3:13]. The yield is 0.0200. (4) The reactants are [CH2:1]([O:8][C:9](=[O:28])[NH:10][C@@H:11]([CH3:27])[CH2:12][N:13]1[C:21]2[C:16](=[CH:17][CH:18]=[C:19]3[O:24][C:23]([CH2:25][NH2:26])=[CH:22][C:20]3=2)[CH:15]=[N:14]1)[C:2]1[CH:7]=[CH:6][CH:5]=[CH:4][CH:3]=1.C(N(C(C)C)CC)(C)C.[C:38](Cl)(=[O:45])[C:39]1[CH:44]=[CH:43][CH:42]=[N:41][CH:40]=1. The catalyst is C1COCC1. The product is [CH2:1]([O:8][C:9](=[O:28])[NH:10][C@@H:11]([CH3:27])[CH2:12][N:13]1[C:21]2[C:16](=[CH:17][CH:18]=[C:19]3[O:24][C:23]([CH2:25][NH:26][C:38]([C:39]4[CH:40]=[N:41][CH:42]=[CH:43][CH:44]=4)=[O:45])=[CH:22][C:20]3=2)[CH:15]=[N:14]1)[C:2]1[CH:7]=[CH:6][CH:5]=[CH:4][CH:3]=1. The yield is 0.390. (5) The reactants are C([NH:4][C@@H:5]([CH2:10][C:11]1[CH:16]=[CH:15][C:14]([O:17][C:18]([F:21])([F:20])[F:19])=[CH:13][CH:12]=1)[C:6]([O:8]C)=[O:7])(=O)C.[ClH:22]. No catalyst specified. The product is [ClH:22].[NH2:4][C@@H:5]([CH2:10][C:11]1[CH:12]=[CH:13][C:14]([O:17][C:18]([F:19])([F:20])[F:21])=[CH:15][CH:16]=1)[C:6]([OH:8])=[O:7]. The yield is 0.930.